Task: Predict the reactants needed to synthesize the given product.. Dataset: Full USPTO retrosynthesis dataset with 1.9M reactions from patents (1976-2016) (1) Given the product [CH:1]1([C:4]2[CH:9]=[CH:8][N:7]=[CH:6][C:5]=2[N:10]2[CH2:14][CH2:13][N:12]([C:17]3[CH:18]=[C:19]4[C:23](=[CH:24][CH:25]=3)[CH2:22][CH2:21][CH2:20]4)[C:11]2=[O:15])[CH2:3][CH2:2]1, predict the reactants needed to synthesize it. The reactants are: [CH:1]1([C:4]2[CH:9]=[CH:8][N:7]=[CH:6][C:5]=2[N:10]2[CH2:14][CH2:13][NH:12][C:11]2=[O:15])[CH2:3][CH2:2]1.Br[C:17]1[CH:18]=[C:19]2[C:23](=[CH:24][CH:25]=1)[CH2:22][CH2:21][CH2:20]2.CN[C@@H]1CCCC[C@H]1NC.P([O-])([O-])([O-])=O.[K+].[K+].[K+]. (2) Given the product [Cl:23][C:4]1[CH:3]=[C:2]([CH:24]=[CH2:25])[C:7]([O:8][CH2:9][C:10]2[C:15]([O:16][CH3:17])=[CH:14][CH:13]=[C:12]([F:18])[C:11]=2[F:19])=[CH:6][C:5]=1[N+:20]([O-:22])=[O:21], predict the reactants needed to synthesize it. The reactants are: Br[C:2]1[C:7]([O:8][CH2:9][C:10]2[C:15]([O:16][CH3:17])=[CH:14][CH:13]=[C:12]([F:18])[C:11]=2[F:19])=[CH:6][C:5]([N+:20]([O-:22])=[O:21])=[C:4]([Cl:23])[CH:3]=1.[CH:24]([Sn](CCCC)(CCCC)CCCC)=[CH2:25]. (3) Given the product [O:11]=[CH:12][C@@H:13]([C@@H:15]([C@H:17]([C@H:19]([CH3:21])[OH:20])[OH:18])[OH:16])[OH:14], predict the reactants needed to synthesize it. The reactants are: O=C[C@@H]([C@@H]([C@@H](CO)O)O)O.[OH:11][CH2:12][C@@H:13]([C@H:15]([C@@H:17]([C@@H:19]([CH2:21]O)[OH:20])[OH:18])[OH:16])[OH:14]. (4) Given the product [NH:20]1[C:19]2[CH2:18][CH2:17][NH:16][C:15](=[O:21])[C:14]=2[CH:13]=[CH:12]1, predict the reactants needed to synthesize it. The reactants are: FC1C=NC2C(N=1)=C([C:12]1[NH:20][C:19]3[CH2:18][CH2:17][NH:16][C:15](=[O:21])[C:14]=3[CH:13]=1)C=CC=2.Cl.CC1(N)CC1.CCN(C(C)C)C(C)C. (5) Given the product [CH2:14]([O:6][C:1](=[O:7])[CH2:2][CH2:3][C:4]#[CH:5])[C:15]1[CH:20]=[CH:19][CH:18]=[CH:17][CH:16]=1, predict the reactants needed to synthesize it. The reactants are: [C:1]([OH:7])(=[O:6])[CH2:2][CH2:3][C:4]#[CH:5].C(=O)([O-])[O-].[K+].[K+].[CH2:14](Br)[C:15]1[CH:20]=[CH:19][CH:18]=[CH:17][CH:16]=1.O. (6) Given the product [CH3:31][C:20]1[N:19]([C@@H:16]2[CH2:15][O:14][C@@H:13]([CH2:32][C:43]#[N:41])[CH2:18][CH2:17]2)[C:23]2=[C:24]3[S:30][CH:29]=[CH:28][C:25]3=[N:26][CH:27]=[C:22]2[N:21]=1, predict the reactants needed to synthesize it. The reactants are: CC1C=CC(S(OC[C@H:13]2[CH2:18][CH2:17][C@H:16]([N:19]3[C:23]4=[C:24]5[S:30][CH:29]=[CH:28][C:25]5=[N:26][CH:27]=[C:22]4[N:21]=[C:20]3[CH3:31])[CH2:15][O:14]2)(=O)=O)=CC=1.[C-:32]#N.[Na+].S(=O)(=O)(O)O.C[N:41]([CH:43]=O)C. (7) Given the product [CH2:23]([O:25][CH2:26][C:27]1[N:28]([CH2:50][CH2:51][CH3:52])[C:29]2[C:38]3[CH:37]=[CH:36][C:35]([O:39][CH2:40][C:41]([N:42]4[CH2:47][CH2:46][O:45][CH2:44][CH2:43]4)=[O:19])=[CH:34][C:33]=3[N:32]=[C:31]([NH2:48])[C:30]=2[N:49]=1)[CH3:24], predict the reactants needed to synthesize it. The reactants are: NC1C2N=C(C[O:19]CC)N(CCC)C=2C2C=CC(O)=CC=2N=1.[CH2:23]([O:25][CH2:26][C:27]1[N:28]([CH2:50][CH2:51][CH3:52])[C:29]2[C:38]3[CH:37]=[CH:36][C:35]([O:39][CH2:40][CH2:41][N:42]4[CH2:47][CH2:46][O:45][CH2:44][CH2:43]4)=[CH:34][C:33]=3[N:32]=[C:31]([NH2:48])[C:30]=2[N:49]=1)[CH3:24].